This data is from Forward reaction prediction with 1.9M reactions from USPTO patents (1976-2016). The task is: Predict the product of the given reaction. (1) Given the reactants [Cl:1][C:2]1[CH:37]=[CH:36][C:5]([C:6]([N:8]2[CH2:14][C:13]3[CH:15]=[C:16]([O:19]C)[CH:17]=[CH:18][C:12]=3[N:11]([CH2:21][C:22]3[CH:27]=[CH:26][C:25]([C:28]([N:30]4[CH2:34][CH:33]=[CH:32][CH2:31]4)=[O:29])=[CH:24][CH:23]=3)[C:10](=[O:35])[CH2:9]2)=[O:7])=[CH:4][CH:3]=1.[Br-].[Br-].[Br-].B, predict the reaction product. The product is: [Cl:1][C:2]1[CH:3]=[CH:4][C:5]([C:6]([N:8]2[CH2:14][C:13]3[CH:15]=[C:16]([OH:19])[CH:17]=[CH:18][C:12]=3[N:11]([CH2:21][C:22]3[CH:27]=[CH:26][C:25]([C:28]([N:30]4[CH2:31][CH:32]=[CH:33][CH2:34]4)=[O:29])=[CH:24][CH:23]=3)[C:10](=[O:35])[CH2:9]2)=[O:7])=[CH:36][CH:37]=1. (2) Given the reactants [CH2:1]([N:4]([C:27]([O:29][CH2:30][C:31]1[CH:36]=[CH:35][CH:34]=[CH:33][CH:32]=1)=[O:28])[C:5]1[C:10](=[O:11])[N:9]2[C@@H:12]([C:24](O)=[O:25])[CH2:13][C@:14]([CH2:16][C:17]([O:19][C:20]([CH3:23])([CH3:22])[CH3:21])=[O:18])([CH3:15])[C:8]2=[N:7][CH:6]=1)[CH:2]=[CH2:3].[CH2:37]([O:44][C:45](=[O:57])[NH:46][C:47]([C:49]1[CH:54]=[CH:53][C:52]([CH2:55][NH2:56])=[CH:51][CH:50]=1)=[NH:48])[C:38]1[CH:43]=[CH:42][CH:41]=[CH:40][CH:39]=1, predict the reaction product. The product is: [C:20]([O:19][C:17](=[O:18])[CH2:16][C@@:14]1([CH3:15])[C:8]2=[N:7][CH:6]=[C:5]([N:4]([CH2:1][CH:2]=[CH2:3])[C:27]([O:29][CH2:30][C:31]3[CH:36]=[CH:35][CH:34]=[CH:33][CH:32]=3)=[O:28])[C:10](=[O:11])[N:9]2[C@@H:12]([C:24](=[O:25])[NH:56][CH2:55][C:52]2[CH:51]=[CH:50][C:49]([C:47]([NH:46][C:45]([O:44][CH2:37][C:38]3[CH:43]=[CH:42][CH:41]=[CH:40][CH:39]=3)=[O:57])=[NH:48])=[CH:54][CH:53]=2)[CH2:13]1)([CH3:21])([CH3:23])[CH3:22]. (3) Given the reactants [Cl:1][C:2]1[S:6][C:5]([C:7]2[N:8]=[C:9]([NH2:12])[S:10][CH:11]=2)=[CH:4][CH:3]=1.[Cl:13][C:14]1[CH:19]=[C:18]([Cl:20])[CH:17]=[C:16]([Cl:21])[C:15]=1[S:22](Cl)(=[O:24])=[O:23], predict the reaction product. The product is: [Cl:13][C:14]1[CH:19]=[C:18]([Cl:20])[CH:17]=[C:16]([Cl:21])[C:15]=1[S:22]([NH:12][C:9]1[S:10][CH:11]=[C:7]([C:5]2[S:6][C:2]([Cl:1])=[CH:3][CH:4]=2)[N:8]=1)(=[O:24])=[O:23]. (4) Given the reactants [O:1]=[C:2]([N:26]1[CH2:31][CH2:30][CH:29]([O:32][C:33]2[CH:38]=[CH:37][CH:36]=[C:35]([C:39]([F:42])([F:41])[F:40])[CH:34]=2)[CH2:28][CH2:27]1)[CH2:3][NH:4][C:5]([C:7]1[CH:11]=[C:10]([C:12]2[CH:17]=[CH:16][CH:15]=[CH:14][C:13]=2[O:18]CC2C=CC=CC=2)[NH:9][N:8]=1)=[O:6].ClC1C=CC=CC=1NC1CCN(C(=O)CNC(C2C=C(C3C=CC=CC=3OCC3C=CC=CC=3)NN=2)=O)CC1, predict the reaction product. The product is: [O:1]=[C:2]([N:26]1[CH2:31][CH2:30][CH:29]([O:32][C:33]2[CH:38]=[CH:37][CH:36]=[C:35]([C:39]([F:40])([F:41])[F:42])[CH:34]=2)[CH2:28][CH2:27]1)[CH2:3][NH:4][C:5]([C:7]1[CH:11]=[C:10]([C:12]2[CH:17]=[CH:16][CH:15]=[CH:14][C:13]=2[OH:18])[NH:9][N:8]=1)=[O:6].